Dataset: Full USPTO retrosynthesis dataset with 1.9M reactions from patents (1976-2016). Task: Predict the reactants needed to synthesize the given product. (1) Given the product [Cl:1][C:2]1[CH:22]=[CH:21][C:5]2[N:6]([CH2:35][C:34]3[CH:37]=[CH:38][C:31]([O:30][CH3:29])=[CH:32][CH:33]=3)[C:7](=[O:20])[CH:8]([CH2:12][C:13]3[CH:18]=[CH:17][CH:16]=[CH:15][C:14]=3[Cl:19])[NH:9][C:10](=[O:11])[C:4]=2[CH:3]=1, predict the reactants needed to synthesize it. The reactants are: [Cl:1][C:2]1[CH:22]=[CH:21][C:5]2[NH:6][C:7](=[O:20])[CH:8]([CH2:12][C:13]3[CH:18]=[CH:17][CH:16]=[CH:15][C:14]=3[Cl:19])[NH:9][C:10](=[O:11])[C:4]=2[CH:3]=1.C(=O)([O-])[O-].[K+].[K+].[CH3:29][O:30][C:31]1[CH:38]=[CH:37][C:34]([CH2:35]Cl)=[CH:33][CH:32]=1.O. (2) Given the product [Cl:33][C:14]1[CH:13]=[C:12]([CH:7]([CH2:8][CH:9]([CH3:11])[CH3:10])[C:6]([OH:34])=[O:5])[CH:17]=[C:16]([O:18][CH2:19][CH:20]2[CH2:22][CH2:21]2)[C:15]=1[C:23]1[CH:28]=[CH:27][C:26]([C:29]([F:30])([F:31])[F:32])=[CH:25][CH:24]=1, predict the reactants needed to synthesize it. The reactants are: C1(C[O:5][C:6](=[O:34])[CH:7]([C:12]2[CH:17]=[C:16]([O:18][CH2:19][CH:20]3[CH2:22][CH2:21]3)[C:15]([C:23]3[CH:28]=[CH:27][C:26]([C:29]([F:32])([F:31])[F:30])=[CH:25][CH:24]=3)=[C:14]([Cl:33])[CH:13]=2)[CH2:8][CH:9]([CH3:11])[CH3:10])CC1.[OH-].[K+]. (3) Given the product [CH3:13][O:12][CH:10]1[C:9](=[CH:14][C:15]2[NH:16][C:17]3[C:22]([CH:23]=2)=[CH:21][CH:20]=[CH:19][CH:18]=3)[NH:8][C:7]([C:34]2[NH:33][CH:37]=[CH:36][CH:35]=2)=[CH:11]1, predict the reactants needed to synthesize it. The reactants are: FC(F)(F)S(O[CH:7]1[CH:11]=[C:10]([O:12][CH3:13])[C:9](=[CH:14][C:15]2[NH:16][C:17]3[C:22]([CH:23]=2)=[CH:21][CH:20]=[CH:19][CH:18]=3)[NH:8]1)(=O)=O.C(OC([N:33]1[CH:37]=[CH:36][CH:35]=[C:34]1B(O)O)=O)(C)(C)C.C(=O)([O-])[O-].[K+].[K+].O1CCOCC1. (4) Given the product [Br:1][C:2]1[O:6][C:5]([C:7]2[C:11]([CH2:12][Br:25])=[C:10]([C:13]([O:15][CH2:16][CH3:17])=[O:14])[O:9][N:8]=2)=[CH:4][CH:3]=1, predict the reactants needed to synthesize it. The reactants are: [Br:1][C:2]1[O:6][C:5]([C:7]2[C:11]([CH3:12])=[C:10]([C:13]([O:15][CH2:16][CH3:17])=[O:14])[O:9][N:8]=2)=[CH:4][CH:3]=1.C1C(=O)N([Br:25])C(=O)C1.C(OOC(=O)C1C=CC=CC=1)(=O)C1C=CC=CC=1.